The task is: Predict the reaction yield, written as a fraction of the theoretical maximum amount of product (1.0 means a 100% yield; for example, 0.34 means a 34% yield).. This data is from Reaction yield outcomes from USPTO patents with 853,638 reactions. (1) The reactants are [CH3:1][O:2][C:3]1[CH:4]=[C:5]2[O:9][C:8]([C:10]3[N:11]=[C:12]4[CH:17]=[CH:16][C:15]([CH3:18])=[N:14][N:13]4[CH:19]=3)=[CH:7][C:6]2=[C:20]([OH:22])[CH:21]=1.Br[CH2:24][C:25]1[N:26]=[C:27]([C:30]2[CH:35]=[CH:34][CH:33]=[CH:32][CH:31]=2)[S:28][CH:29]=1.C(=O)([O-])[O-].[K+].[K+]. The catalyst is CN(C=O)C.C(Cl)Cl. The product is [CH3:1][O:2][C:3]1[CH:21]=[C:20]([O:22][CH2:24][C:25]2[N:26]=[C:27]([C:30]3[CH:31]=[CH:32][CH:33]=[CH:34][CH:35]=3)[S:28][CH:29]=2)[C:6]2[CH:7]=[C:8]([C:10]3[N:11]=[C:12]4[CH:17]=[CH:16][C:15]([CH3:18])=[N:14][N:13]4[CH:19]=3)[O:9][C:5]=2[CH:4]=1. The yield is 0.660. (2) The reactants are Br[C:2]1[CH:3]=[CH:4][CH:5]=[C:6]2[C:29]=1[C:9]1([CH2:14][CH2:13][N:12]([C:15](=[O:28])[NH:16][CH:17]3[CH:24]4[CH2:25][C:20]5(F)[CH2:21][CH:22]([CH2:26][CH:18]3[CH2:19]5)[CH2:23]4)[CH2:11][CH2:10]1)[CH2:8][CH:7]2[CH2:30][C:31]([O:33]CC)=O.CC[N:38]=C=NCCCN(C)C.C1C=CC2N(O)N=NC=2C=1.CCN(C(C)C)C(C)C. The catalyst is C(Cl)Cl. The product is [NH2:38][C:31](=[O:33])[CH2:30][CH:7]1[C:6]2[C:29](=[CH:2][CH:3]=[CH:4][CH:5]=2)[C:9]2([CH2:10][CH2:11][N:12]([C:15]([NH:16][CH:17]3[CH:18]4[CH2:26][CH:22]5[CH2:21][CH:20]([CH2:25][CH:24]3[CH2:23]5)[CH2:19]4)=[O:28])[CH2:13][CH2:14]2)[CH2:8]1. The yield is 0.560.